Task: Regression. Given two drug SMILES strings and cell line genomic features, predict the synergy score measuring deviation from expected non-interaction effect.. Dataset: NCI-60 drug combinations with 297,098 pairs across 59 cell lines (1) Drug 1: CN(C)N=NC1=C(NC=N1)C(=O)N. Drug 2: CC1=C2C(C(=O)C3(C(CC4C(C3C(C(C2(C)C)(CC1OC(=O)C(C(C5=CC=CC=C5)NC(=O)OC(C)(C)C)O)O)OC(=O)C6=CC=CC=C6)(CO4)OC(=O)C)O)C)O. Cell line: LOX IMVI. Synergy scores: CSS=32.3, Synergy_ZIP=-13.3, Synergy_Bliss=-10.8, Synergy_Loewe=-8.43, Synergy_HSA=-5.69. (2) Drug 1: CCCCC(=O)OCC(=O)C1(CC(C2=C(C1)C(=C3C(=C2O)C(=O)C4=C(C3=O)C=CC=C4OC)O)OC5CC(C(C(O5)C)O)NC(=O)C(F)(F)F)O. Drug 2: C1CNP(=O)(OC1)N(CCCl)CCCl. Cell line: NCI-H522. Synergy scores: CSS=35.3, Synergy_ZIP=-1.92, Synergy_Bliss=-2.58, Synergy_Loewe=-26.4, Synergy_HSA=-3.15.